Task: Predict the reactants needed to synthesize the given product.. Dataset: Full USPTO retrosynthesis dataset with 1.9M reactions from patents (1976-2016) (1) Given the product [F:13][C:14]1([C:18]2[CH:23]=[CH:22][C:21]([C:2]3[S:6][C:5]([N+:7]([O-:9])=[O:8])=[C:4]([C:10]([NH2:12])=[O:11])[CH:3]=3)=[CH:20][CH:19]=2)[CH2:17][O:16][CH2:15]1, predict the reactants needed to synthesize it. The reactants are: Br[C:2]1[S:6][C:5]([N+:7]([O-:9])=[O:8])=[C:4]([C:10]([NH2:12])=[O:11])[CH:3]=1.[F:13][C:14]1([C:18]2[CH:23]=[CH:22][C:21](B3OC(C)(C)C(C)(C)O3)=[CH:20][CH:19]=2)[CH2:17][O:16][CH2:15]1. (2) Given the product [CH2:1]([S:3]([C:6]1[CH:11]=[C:10]([C@@H:12]([NH:16][C:17]([C:19]2[C:20]3[CH:27]=[N:26][N:25]([C:28]4[CH:33]=[CH:32][C:31]([F:34])=[CH:30][CH:29]=4)[C:21]=3[CH:22]=[N:23][CH:24]=2)=[O:18])[CH2:13][CH2:14][CH3:15])[CH:9]=[CH:8][N:7]=1)(=[O:4])=[O:5])[CH3:2], predict the reactants needed to synthesize it. The reactants are: [CH2:1]([S:3]([C:6]1[CH:11]=[C:10]([C@@H:12]([NH:16][C:17]([C:19]2[C:20]3[CH:27]=[N:26][N:25]([C:28]4[CH:33]=[CH:32][C:31]([F:34])=[CH:30][CH:29]=4)[C:21]=3[CH:22]=[N:23][CH:24]=2)=[O:18])[CH2:13][CH:14]=[CH2:15])[CH:9]=[CH:8][N:7]=1)(=[O:5])=[O:4])[CH3:2]. (3) The reactants are: [C:1]([C:9]1[CH:10]=[C:11]([CH:34]=[CH:35][CH:36]=1)[CH2:12][O:13][CH:14]1[CH:19]([C:20]2[CH:25]=[CH:24][C:23]([F:26])=[CH:22][CH:21]=2)[CH2:18][CH2:17][N:16](C(OC(C)(C)C)=O)[CH2:15]1)(=[O:8])[C:2]1[CH:7]=[CH:6][CH:5]=[CH:4][CH:3]=1.[ClH:37]. Given the product [ClH:37].[F:26][C:23]1[CH:24]=[CH:25][C:20]([CH:19]2[CH2:18][CH2:17][NH:16][CH2:15][CH:14]2[O:13][CH2:12][C:11]2[CH:10]=[C:9]([C:1]([C:2]3[CH:3]=[CH:4][CH:5]=[CH:6][CH:7]=3)=[O:8])[CH:36]=[CH:35][CH:34]=2)=[CH:21][CH:22]=1, predict the reactants needed to synthesize it. (4) Given the product [C:21]([O:20][C:17](=[O:19])[CH2:18][C:3]([C:4]1[CH:9]=[CH:8][CH:7]=[C:6]([C:10]2[N:11]=[CH:12][S:13][C:14]=2[CH3:15])[CH:5]=1)=[O:16])([CH3:24])([CH3:23])[CH3:22], predict the reactants needed to synthesize it. The reactants are: CO[C:3](=[O:16])[C:4]1[CH:9]=[CH:8][CH:7]=[C:6]([C:10]2[N:11]=[CH:12][S:13][C:14]=2[CH3:15])[CH:5]=1.[C:17]([O:20][C:21]([CH3:24])([CH3:23])[CH3:22])(=[O:19])[CH3:18].[Li]. (5) The reactants are: [Cl:1][C:2]1[C:3]([NH2:8])=[N:4][CH:5]=[CH:6][N:7]=1.Br[CH:10]([C:20]1[CH:25]=[CH:24][N:23]=[C:22]([S:26][CH3:27])[N:21]=1)[C:11]([C:13]1[CH:18]=[CH:17][C:16]([F:19])=[CH:15][CH:14]=1)=O. Given the product [Cl:1][C:2]1[C:3]2[N:4]([C:10]([C:20]3[CH:25]=[CH:24][N:23]=[C:22]([S:26][CH3:27])[N:21]=3)=[C:11]([C:13]3[CH:14]=[CH:15][C:16]([F:19])=[CH:17][CH:18]=3)[N:8]=2)[CH:5]=[CH:6][N:7]=1, predict the reactants needed to synthesize it. (6) Given the product [CH3:71][O:70][CH:69]([O:72][CH3:73])[CH:44]1[S:43][C:47]([C:49]2[NH:50][C:51]3[C:56]([CH:57]=2)=[CH:55][CH:54]=[CH:53][C:52]=3[N:58]([CH3:68])[S:59]([C:62]2[N:63]([CH3:67])[CH:64]=[CH:65][N:66]=2)(=[O:61])=[O:60])=[N:46][CH2:45]1, predict the reactants needed to synthesize it. The reactants are: C1(P(=O)(C2C=CC=CC=2)C2C=CC=CC=2)C=CC=CC=1.FC(F)(F)S(OS(C(F)(F)F)(=O)=O)(=O)=O.C([S:43][CH:44]([CH:69]([O:72][CH3:73])[O:70][CH3:71])[CH2:45][NH:46][C:47]([C:49]1[NH:50][C:51]2[C:56]([CH:57]=1)=[CH:55][CH:54]=[CH:53][C:52]=2[N:58]([CH3:68])[S:59]([C:62]1[N:63]([CH3:67])[CH:64]=[CH:65][N:66]=1)(=[O:61])=[O:60])=O)C1C=CC=CC=1.C1(SC)C=CC=CC=1.